From a dataset of Forward reaction prediction with 1.9M reactions from USPTO patents (1976-2016). Predict the product of the given reaction. (1) The product is: [Cl:1][C:2]1[C:3]([O:15][CH2:16][CH2:17][CH2:18][Si:19]([CH3:22])([CH3:21])[CH3:20])=[CH:4][C:5]([S:13][CH3:14])=[C:6]([N:8]=[CH:9][N:10]([CH:23]2[CH2:25][CH2:24]2)[CH3:11])[CH:7]=1. Given the reactants [Cl:1][C:2]1[C:3]([O:15][CH2:16][CH2:17][CH2:18][Si:19]([CH3:22])([CH3:21])[CH3:20])=[CH:4][C:5]([S:13][CH3:14])=[C:6]([NH:8][CH:9]=[N:10][C:11]#N)[CH:7]=1.[CH:23]1(CN)[CH2:25][CH2:24]1.CCOCC, predict the reaction product. (2) Given the reactants C([O:3][C:4](=[O:31])[CH2:5][CH:6]1[S:10][C:9]([C:11]2[NH:12][C:13]3[C:18]([C:19]=2[F:20])=[CH:17][CH:16]=[CH:15][C:14]=3[N:21]([CH3:30])[S:22]([C:25]2[S:26][CH:27]=[CH:28][CH:29]=2)(=[O:24])=[O:23])=[N:8][CH2:7]1)C.[OH-].[Na+].Cl, predict the reaction product. The product is: [F:20][C:19]1[C:18]2[C:13](=[C:14]([N:21]([CH3:30])[S:22]([C:25]3[S:26][CH:27]=[CH:28][CH:29]=3)(=[O:23])=[O:24])[CH:15]=[CH:16][CH:17]=2)[NH:12][C:11]=1[C:9]1[S:10][CH:6]([CH2:5][C:4]([OH:31])=[O:3])[CH2:7][N:8]=1. (3) The product is: [F:8][C:9]([F:42])([F:41])[C:10]1[CH:11]=[C:12]([C:20]([CH3:40])([CH3:39])[C:21]([N:23]([CH3:24])[C:25]2[CH:26]=[N:27][C:28]([N:5]3[CH2:6][CH2:7][N:2]([CH3:1])[CH2:3][CH2:4]3)=[CH:29][C:30]=2[C:31]2[C:32]([CH3:37])=[N:33][CH:34]=[CH:35][CH:36]=2)=[O:22])[CH:13]=[C:14]([C:16]([F:19])([F:18])[F:17])[CH:15]=1. Given the reactants [CH3:1][N:2]1[CH2:7][CH2:6][NH:5][CH2:4][CH2:3]1.[F:8][C:9]([F:42])([F:41])[C:10]1[CH:11]=[C:12]([C:20]([CH3:40])([CH3:39])[C:21]([N:23]([C:25]2[CH:26]=[N:27][C:28](Cl)=[CH:29][C:30]=2[C:31]2[C:32]([CH3:37])=[N:33][CH:34]=[CH:35][CH:36]=2)[CH3:24])=[O:22])[CH:13]=[C:14]([C:16]([F:19])([F:18])[F:17])[CH:15]=1, predict the reaction product. (4) Given the reactants [CH3:1][C:2]1[C:7]([NH:8][C:9]2[N:14]3[N:15]=[CH:16][C:17]([C:18]([OH:20])=O)=[C:13]3[N:12]=[CH:11][C:10]=2[C:21]([N:23]2[CH2:28][CH2:27][CH:26]([C:29]3[CH:34]=[CH:33][CH:32]=[CH:31][CH:30]=3)[CH2:25][CH2:24]2)=[O:22])=[CH:6][CH:5]=[CH:4][N:3]=1.[CH2:35]([S:37]([NH2:40])(=[O:39])=[O:38])[CH3:36], predict the reaction product. The product is: [CH3:1][C:2]1[C:7]([NH:8][C:9]2[N:14]3[N:15]=[CH:16][C:17]([C:18]([NH:40][S:37]([CH2:35][CH3:36])(=[O:39])=[O:38])=[O:20])=[C:13]3[N:12]=[CH:11][C:10]=2[C:21]([N:23]2[CH2:28][CH2:27][CH:26]([C:29]3[CH:30]=[CH:31][CH:32]=[CH:33][CH:34]=3)[CH2:25][CH2:24]2)=[O:22])=[CH:6][CH:5]=[CH:4][N:3]=1. (5) Given the reactants [C:1]([O:5][C:6]([N:8]1[CH2:12][CH2:11][CH:10]([C:13]2[CH:18]=[CH:17][C:16]([SH:19])=[CH:15][C:14]=2[CH3:20])[CH2:9]1)=[O:7])([CH3:4])([CH3:3])[CH3:2].[C:21]1([S:27]([N:30]2[C:38]3[C:33](=[CH:34][C:35]([F:39])=[CH:36][CH:37]=3)[C:32](Br)=[CH:31]2)(=[O:29])=[O:28])[CH:26]=[CH:25][CH:24]=[CH:23][CH:22]=1, predict the reaction product. The product is: [C:1]([O:5][C:6]([N:8]1[CH2:12][CH2:11][CH:10]([C:13]2[CH:18]=[CH:17][C:16]([S:19][C:32]3[C:33]4[C:38](=[CH:37][CH:36]=[C:35]([F:39])[CH:34]=4)[N:30]([S:27]([C:21]4[CH:26]=[CH:25][CH:24]=[CH:23][CH:22]=4)(=[O:29])=[O:28])[CH:31]=3)=[CH:15][C:14]=2[CH3:20])[CH2:9]1)=[O:7])([CH3:4])([CH3:3])[CH3:2].